This data is from Catalyst prediction with 721,799 reactions and 888 catalyst types from USPTO. The task is: Predict which catalyst facilitates the given reaction. (1) Reactant: [Cl:1][C:2]1[C:7]([C:8]([OH:10])=[O:9])=[CH:6][N:5]=[CH:4][CH:3]=1.[C:11](Cl)(=O)C(Cl)=O.CN(C=O)C. Product: [Cl:1][C:2]1[C:7]([C:8]([O:10][CH3:11])=[O:9])=[CH:6][N:5]=[CH:4][CH:3]=1. The catalyst class is: 2. (2) Reactant: Cl[C:2]1[N:3]=[C:4]([N:19]2[CH2:24][CH2:23][O:22][CH2:21][CH2:20]2)[C:5]2[N:11]=[CH:10][C:9]([C:12]3[CH:13]=[C:14]([CH:16]=[CH:17][CH:18]=3)[NH2:15])=[CH:8][C:6]=2[N:7]=1.[C:25]([O:29][C:30]([NH:32][C:33]1[N:38]=[CH:37][C:36](B(O)O)=[CH:35][N:34]=1)=[O:31])([CH3:28])([CH3:27])[CH3:26].P([O-])([O-])([O-])=O.[K+].[K+].[K+].CN(C=O)C. Product: [C:25]([O:29][C:30](=[O:31])[NH:32][C:33]1[N:38]=[CH:37][C:36]([C:2]2[N:3]=[C:4]([N:19]3[CH2:24][CH2:23][O:22][CH2:21][CH2:20]3)[C:5]3[N:11]=[CH:10][C:9]([C:12]4[CH:18]=[CH:17][CH:16]=[C:14]([NH2:15])[CH:13]=4)=[CH:8][C:6]=3[N:7]=2)=[CH:35][N:34]=1)([CH3:28])([CH3:26])[CH3:27]. The catalyst class is: 103. (3) Reactant: Cl[C:2]1[C:11]2[C:6](=[CH:7][C:8]([O:14][CH3:15])=[C:9]([O:12][CH3:13])[CH:10]=2)[N:5]=[CH:4][CH:3]=1.[C:16]([NH:25][C:26]1[CH:31]=[CH:30][CH:29]=[CH:28][CH:27]=1)(=[O:24])[C:17]1[C:18](=[CH:20][CH:21]=[CH:22][CH:23]=1)[OH:19]. Product: [C:26]1([NH:25][C:16](=[O:24])[C:17]2[CH:23]=[CH:22][CH:21]=[CH:20][C:18]=2[O:19][C:2]2[C:11]3[C:6](=[CH:7][C:8]([O:14][CH3:15])=[C:9]([O:12][CH3:13])[CH:10]=3)[N:5]=[CH:4][CH:3]=2)[CH:27]=[CH:28][CH:29]=[CH:30][CH:31]=1. The catalyst class is: 420.